This data is from Forward reaction prediction with 1.9M reactions from USPTO patents (1976-2016). The task is: Predict the product of the given reaction. (1) Given the reactants [CH2:1]([C:3]1[CH:11]=[CH:10][C:6]([C:7]([OH:9])=[O:8])=[CH:5][C:4]=1[O:12]CCCOC)[CH3:2].B(Br)(Br)Br, predict the reaction product. The product is: [CH2:1]([C:3]1[CH:11]=[CH:10][C:6]([C:7]([OH:9])=[O:8])=[CH:5][C:4]=1[OH:12])[CH3:2]. (2) Given the reactants [Cl:1][C:2]1[CH:7]=[CH:6][C:5]([CH2:8][CH3:9])=[C:4]([N+:10]([O-])=O)[CH:3]=1.O.C(=O)([O-])[O-].[K+].[K+], predict the reaction product. The product is: [Cl:1][C:2]1[CH:7]=[CH:6][C:5]([CH2:8][CH3:9])=[C:4]([NH2:10])[CH:3]=1. (3) Given the reactants [Cl:1][C:2]1[NH:3][CH:4]=[C:5]([N+:7]([O-:9])=[O:8])[N:6]=1.[CH3:10][C:11]1([CH2:14][N:15]2[C:19]3[CH:20]=[CH:21][CH:22]=[CH:23][C:18]=3[O:17][C:16]2=[O:24])[CH2:13][O:12]1.C([O-])(=O)C.[Na+].O, predict the reaction product. The product is: [Cl:1][C:2]1[N:3]([CH2:13][C:11]([OH:12])([CH3:10])[CH2:14][N:15]2[C:19]3[CH:20]=[CH:21][CH:22]=[CH:23][C:18]=3[O:17][C:16]2=[O:24])[CH:4]=[C:5]([N+:7]([O-:9])=[O:8])[N:6]=1. (4) Given the reactants Br[C:2]1[CH:7]=[CH:6][C:5]([F:8])=[CH:4][C:3]=1I.BrC1C=CC2[O:18][C:17]([CH3:19])=[C:16]([C:20]([OH:22])=[O:21])C=2C=1, predict the reaction product. The product is: [F:8][C:5]1[CH:6]=[CH:7][C:2]2[O:18][C:17]([CH3:19])=[C:16]([C:20]([OH:22])=[O:21])[C:3]=2[CH:4]=1. (5) Given the reactants S([O-])([O-])=O.[Na+].[Na+].C([O-])(O)=O.[Na+].[NH2:12][C:13]1[C:18]([N+:19]([O-:21])=[O:20])=[CH:17][C:16]([S:22](Cl)(=[O:24])=[O:23])=[CH:15][C:14]=1[Br:26].[S:27](Cl)(Cl)(=O)=O.COC([C:36]1[S:37][C:38]([N+]([O-])=O)=[C:39](Br)[CH:40]=1)=O.C[O-].[Na+].CO.C[CH2:51][O:52][C:53]([CH3:55])=[O:54], predict the reaction product. The product is: [CH3:51][O:52][C:53]([C:55]1[S:27][C:36]([S:37][CH3:38])=[C:40]([S:22]([C:16]2[CH:17]=[C:18]([N+:19]([O-:21])=[O:20])[C:13]([NH2:12])=[C:14]([Br:26])[CH:15]=2)(=[O:24])=[O:23])[CH:39]=1)=[O:54]. (6) Given the reactants [Cl:1][C:2]1[C:33]([CH3:34])=[CH:32][C:5]([O:6][CH2:7][CH2:8][CH2:9][C:10]2[C:18]3[C:13](=[C:14]([C:19]4[C:20]([CH3:25])=[N:21][NH:22][C:23]=4[CH3:24])[CH:15]=[CH:16][CH:17]=3)[N:12]([CH2:26][CH2:27][C:28]([OH:30])=[O:29])[C:11]=2[CH3:31])=[CH:4][C:3]=1[CH3:35].Cl[CH2:37][CH2:38][N:39]1[CH2:44][CH2:43][O:42][CH2:41][CH2:40]1, predict the reaction product. The product is: [Cl:1][C:2]1[C:33]([CH3:34])=[CH:32][C:5]([O:6][CH2:7][CH2:8][CH2:9][C:10]2[C:18]3[C:13](=[C:14]([C:19]4[C:23]([CH3:24])=[N:22][N:21]([CH2:37][CH2:38][N:39]5[CH2:44][CH2:43][O:42][CH2:41][CH2:40]5)[C:20]=4[CH3:25])[CH:15]=[CH:16][CH:17]=3)[N:12]([CH2:26][CH2:27][C:28]([OH:30])=[O:29])[C:11]=2[CH3:31])=[CH:4][C:3]=1[CH3:35].